From a dataset of Forward reaction prediction with 1.9M reactions from USPTO patents (1976-2016). Predict the product of the given reaction. (1) Given the reactants [F:1][C:2]1[CH:3]=[C:4]([CH2:9][C:10]([OH:12])=O)[CH:5]=[C:6]([F:8])[CH:7]=1.[NH2:13][CH:14]([C:16]1[N:17]([C:32]([O:34][C:35]([CH3:38])([CH3:37])[CH3:36])=[O:33])[CH2:18][C:19]([C:28]([O:30][CH3:31])=[O:29])([CH2:21][C:22]2[CH:27]=[CH:26][CH:25]=[CH:24][CH:23]=2)[N:20]=1)[CH3:15], predict the reaction product. The product is: [C:35]([O:34][C:32]([N:17]1[CH2:18][C:19]([C:28]([O:30][CH3:31])=[O:29])([CH2:21][C:22]2[CH:27]=[CH:26][CH:25]=[CH:24][CH:23]=2)[N:20]=[C:16]1[CH:14]([NH:13][C:10](=[O:12])[CH2:9][C:4]1[CH:5]=[C:6]([F:8])[CH:7]=[C:2]([F:1])[CH:3]=1)[CH3:15])=[O:33])([CH3:37])([CH3:36])[CH3:38]. (2) Given the reactants [CH3:1][C:2]([C:4]1[CH:9]=[CH:8][C:7]([I:10])=[CH:6][CH:5]=1)=O.[N:11]1[NH:12][C:13](=[O:17])[CH:14]=CC=1, predict the reaction product. The product is: [I:10][C:7]1[CH:8]=[CH:9][C:4]([C:2]2[CH:1]=[CH:14][C:13](=[O:17])[NH:12][N:11]=2)=[CH:5][CH:6]=1. (3) Given the reactants [OH:1][C:2]1([C:11]2[S:12][CH:13]=[C:14]([CH2:16][O:17][C:18]3[C:23]4[CH:24]=[C:25]([C:27]5[N:28]=[C:29]6[N:33]([CH:34]=5)[N:32]=[C:31]([O:35][CH3:36])[S:30]6)[O:26][C:22]=4[CH:21]=[C:20]([O:37][CH3:38])[CH:19]=3)[N:15]=2)[CH2:7][CH2:6][CH:5]([C:8](O)=[O:9])[CH2:4][CH2:3]1.[CH3:39][NH:40][CH2:41][C:42]#[N:43], predict the reaction product. The product is: [C:42]([CH2:41][N:40]([CH3:39])[C:8]([CH:5]1[CH2:6][CH2:7][C:2]([OH:1])([C:11]2[S:12][CH:13]=[C:14]([CH2:16][O:17][C:18]3[C:23]4[CH:24]=[C:25]([C:27]5[N:28]=[C:29]6[N:33]([CH:34]=5)[N:32]=[C:31]([O:35][CH3:36])[S:30]6)[O:26][C:22]=4[CH:21]=[C:20]([O:37][CH3:38])[CH:19]=3)[N:15]=2)[CH2:3][CH2:4]1)=[O:9])#[N:43]. (4) Given the reactants [CH:1]([C:4]1[CH:5]=[CH:6][C:7]2[C:8]3[CH2:16][N:15]([CH3:17])[CH2:14][CH2:13][C:9]=3[NH:10][C:11]=2[CH:12]=1)([CH3:3])[CH3:2].[H-].[Na+].[CH3:20][C:21]1([C:24]2[CH:29]=[CH:28][N:27]=[CH:26][CH:25]=2)[CH2:23][O:22]1, predict the reaction product. The product is: [CH:1]([C:4]1[CH:5]=[CH:6][C:7]2[C:8]3[CH2:16][N:15]([CH3:17])[CH2:14][CH2:13][C:9]=3[N:10]([CH2:20][C:21]([C:24]3[CH:29]=[CH:28][N:27]=[CH:26][CH:25]=3)([OH:22])[CH3:23])[C:11]=2[CH:12]=1)([CH3:3])[CH3:2]. (5) Given the reactants [H-].[Na+].[I:3][C:4]1[CH:5]=[N:6][NH:7][CH:8]=1.Br[CH:10]([CH3:12])[CH3:11].O, predict the reaction product. The product is: [I:3][C:4]1[CH:5]=[N:6][N:7]([CH:10]([CH3:12])[CH3:11])[CH:8]=1.